Dataset: Reaction yield outcomes from USPTO patents with 853,638 reactions. Task: Predict the reaction yield, written as a fraction of the theoretical maximum amount of product (1.0 means a 100% yield; for example, 0.34 means a 34% yield). (1) The product is [OH:8][C:9]1[CH:10]=[C:11]2[C:15](=[CH:16][C:17]=1[C:18]1[CH:19]=[CH:20][C:21]([NH:24][C:25](=[O:31])[O:26][C:27]([CH3:28])([CH3:29])[CH3:30])=[N:22][CH:23]=1)[N:14]([CH:32]1[CH2:37][CH2:36][CH2:35][CH2:34][O:33]1)[N:13]=[CH:12]2. The reactants are C([O:8][C:9]1[CH:10]=[C:11]2[C:15](=[CH:16][C:17]=1[C:18]1[CH:19]=[CH:20][C:21]([NH:24][C:25](=[O:31])[O:26][C:27]([CH3:30])([CH3:29])[CH3:28])=[N:22][CH:23]=1)[N:14]([CH:32]1[CH2:37][CH2:36][CH2:35][CH2:34][O:33]1)[N:13]=[CH:12]2)C1C=CC=CC=1. The yield is 0.938. The catalyst is CCO.CCOC(C)=O.[Pd]. (2) The reactants are [H-].[Na+].C(OP([CH2:11][C:12]1[CH:13]=[C:14]([CH:26]=[C:27]([CH3:29])[CH:28]=1)[O:15][C:16]1[CH:21]=[CH:20][C:19]([C:22]([F:25])([F:24])[F:23])=[CH:18][N:17]=1)(OCC)=O)C.[O:30]1[C:34]2([CH2:39][CH2:38][C:37](=O)[CH2:36][CH2:35]2)[O:33][CH2:32][CH2:31]1. The catalyst is C1COCC1. The product is [O:30]1[C:34]2([CH2:39][CH2:38][C:37](=[CH:11][C:12]3[CH:13]=[C:14]([CH:26]=[C:27]([CH3:29])[CH:28]=3)[O:15][C:16]3[CH:21]=[CH:20][C:19]([C:22]([F:24])([F:25])[F:23])=[CH:18][N:17]=3)[CH2:36][CH2:35]2)[O:33][CH2:32][CH2:31]1. The yield is 0.770. (3) The reactants are ClC1C=C(Cl)C=C(Cl)C=1[O:10][C:11](=O)[CH2:12][C:13](OC1C(Cl)=CC(Cl)=CC=1Cl)=[O:14].[CH2:26]([O:28][C:29](=[O:34])/[CH:30]=[C:31](\[NH2:33])/[CH3:32])[CH3:27].BrC1C=CC=CC=1. The catalyst is C(OCC)(=O)C. The product is [CH2:26]([O:28][C:29](=[O:34])[C:30]1[C:11]([OH:10])=[CH:12][C:13]([OH:14])=[N:33][C:31]=1[CH3:32])[CH3:27]. The yield is 1.00. (4) The reactants are [NH2:1][C:2]1[C:7]([C:8]2[O:12][N:11]=[C:10]([CH2:13][C:14]3[CH:19]=[CH:18][C:17]([OH:20])=[CH:16][CH:15]=3)[CH:9]=2)=[CH:6][CH:5]=[CH:4][N:3]=1.O1CCCC1.[OH-].[Na+].Cl[CH2:29][C:30]1[S:31][CH:32]=[CH:33][N:34]=1. The catalyst is CN(C)C=O. The product is [S:31]1[CH:32]=[CH:33][N:34]=[C:30]1[CH2:29][O:20][C:17]1[CH:18]=[CH:19][C:14]([CH2:13][C:10]2[CH:9]=[C:8]([C:7]3[C:2]([NH2:1])=[N:3][CH:4]=[CH:5][CH:6]=3)[O:12][N:11]=2)=[CH:15][CH:16]=1. The yield is 0.780. (5) The reactants are Br[C:2]1[CH:7]=[CH:6][C:5]([CH2:8][NH:9][C:10]#[N:11])=[CH:4][CH:3]=1.[CH3:12][N:13]1[C:17]([C:18]#[N:19])=[CH:16][CH:15]=[C:14]1B(O)O.C(=O)([O-])[O-].[K+].[K+].COC(OC)COCC(OC)OC.O. The catalyst is O. The product is [C:18]([C:17]1[N:13]([CH3:12])[C:14]([C:2]2[CH:7]=[CH:6][C:5]([CH2:8][NH:9][C:10]#[N:11])=[CH:4][CH:3]=2)=[CH:15][CH:16]=1)#[N:19]. The yield is 0.270. (6) The reactants are [Cl:1][C:2]1[CH:3]=[CH:4][C:5]([NH:8][C:9]([C:11]2[CH:16]=[C:15]([Cl:17])[CH:14]=[CH:13][C:12]=2[NH:18][C:19]([C:21]2[CH:26]=[CH:25][C:24]([S:27]([CH3:44])(=[N:29]C(C3CCCN3C(OC(C)(C)C)=O)=O)=[O:28])=[CH:23][CH:22]=2)=[O:20])=[O:10])=[N:6][CH:7]=1.S(=O)(=O)(O)O. The catalyst is CO.O. The product is [Cl:1][C:2]1[CH:3]=[CH:4][C:5]([NH:8][C:9]([C:11]2[CH:16]=[C:15]([Cl:17])[CH:14]=[CH:13][C:12]=2[NH:18][C:19]([C:21]2[CH:26]=[CH:25][C:24]([S:27]([CH3:44])(=[NH:29])=[O:28])=[CH:23][CH:22]=2)=[O:20])=[O:10])=[N:6][CH:7]=1. The yield is 0.630. (7) The reactants are [C:1]1([CH2:7][C:8](Cl)=[O:9])[CH:6]=[CH:5][CH:4]=[CH:3][CH:2]=1.[S-:11][C:12]#[N:13].[K+].[NH2:15][C:16]1[CH:37]=[CH:36][C:19]([O:20][C:21]2[N:26]=[CH:25][N:24]=[C:23]([NH:27][C:28]([N:30]3[CH2:35][CH2:34][O:33][CH2:32][CH2:31]3)=[O:29])[CH:22]=2)=[C:18]([F:38])[CH:17]=1.CCCCCC. The catalyst is C(#N)C.C(OCC)C. The product is [F:38][C:18]1[CH:17]=[C:16]([NH:15][C:12]([NH:13][C:8](=[O:9])[CH2:7][C:1]2[CH:6]=[CH:5][CH:4]=[CH:3][CH:2]=2)=[S:11])[CH:37]=[CH:36][C:19]=1[O:20][C:21]1[N:26]=[CH:25][N:24]=[C:23]([NH:27][C:28]([N:30]2[CH2:31][CH2:32][O:33][CH2:34][CH2:35]2)=[O:29])[CH:22]=1. The yield is 0.546.